The task is: Predict the reactants needed to synthesize the given product.. This data is from Full USPTO retrosynthesis dataset with 1.9M reactions from patents (1976-2016). Given the product [NH2:1][C:4]1[CH:9]=[C:8]([Br:10])[N:7]=[C:6]([C:11]([O:13][CH3:14])=[O:12])[C:5]=1[O:15][CH3:16], predict the reactants needed to synthesize it. The reactants are: [N:1]([C:4]1[CH:9]=[C:8]([Br:10])[N:7]=[C:6]([C:11]([O:13][CH3:14])=[O:12])[C:5]=1[O:15][CH3:16])=[N+]=[N-].[BH4-].[Na+].C(OCC)(=O)C.O.